This data is from Catalyst prediction with 721,799 reactions and 888 catalyst types from USPTO. The task is: Predict which catalyst facilitates the given reaction. (1) Reactant: [Cl:1][C:2]1[CH:10]=[CH:9][CH:8]=[C:7]2[C:3]=1[C:4]([C:15]([OH:17])=O)=[CH:5][N:6]2[CH:11]1[CH2:14][O:13][CH2:12]1.C1C=CC2N(O)N=NC=2C=1.CCN=C=NCCCN(C)C.[F:39][C:40]1([F:48])[CH2:45][CH2:44][CH:43]([CH2:46][NH2:47])[CH2:42][CH2:41]1. Product: [Cl:1][C:2]1[CH:10]=[CH:9][CH:8]=[C:7]2[C:3]=1[C:4]([C:15]([NH:47][CH2:46][CH:43]1[CH2:44][CH2:45][C:40]([F:48])([F:39])[CH2:41][CH2:42]1)=[O:17])=[CH:5][N:6]2[CH:11]1[CH2:12][O:13][CH2:14]1. The catalyst class is: 2. (2) Reactant: I[CH2:2][CH2:3][CH2:4][CH2:5][CH2:6][N:7]1[C:15]2[C:14](=[O:16])[NH:13][C:12]([NH:17][C:18]3[CH:23]=[CH:22][C:21]([CH3:24])=[C:20]([CH2:25][CH3:26])[CH:19]=3)=[N:11][C:10]=2[N:9]=[CH:8]1.C[O-].[Na+].[OH:30][C:31]1(C2C=CC(Cl)=C(C(F)(F)F)C=2)CCN(CCCCCN2C3C(=O)NC(NC4C=CC(C)=C(CC)C=4)=NC=3N=C2)CC1.C(=O)([O-])[O-].[K+].[K+].OC1(C2C=CC(C(F)(F)F)=C(Cl)C=2)CCNCC1. Product: [CH3:31][O:30][CH2:2][CH2:3][CH2:4][CH2:5][CH2:6][N:7]1[C:15]2[C:14](=[O:16])[NH:13][C:12]([NH:17][C:18]3[CH:23]=[CH:22][C:21]([CH3:24])=[C:20]([CH2:25][CH3:26])[CH:19]=3)=[N:11][C:10]=2[N:9]=[CH:8]1. The catalyst class is: 475. (3) Reactant: [CH3:1][C:2]12[CH2:12][C:6]3([CH2:13][N:14]4[C:18]([CH3:19])=[CH:17][CH:16]=[N:15]4)[CH2:7][C:8]([CH3:11])([CH2:10][C:4]([O:20][CH2:21][CH2:22][OH:23])([CH2:5]3)[CH2:3]1)[CH2:9]2.[I:24]N1C(=O)CCC1=O. Product: [CH3:1][C:2]12[CH2:3][C:4]3([O:20][CH2:21][CH2:22][OH:23])[CH2:10][C:8]([CH3:11])([CH2:7][C:6]([CH2:13][N:14]4[C:18]([CH3:19])=[C:17]([I:24])[CH:16]=[N:15]4)([CH2:5]3)[CH2:12]1)[CH2:9]2. The catalyst class is: 42. (4) Reactant: Cl[C:2]1[N:3]=[C:4]([NH:21][C:22]2[CH:30]=[C:29]3[C:25]([CH:26]=[N:27][NH:28]3)=[CH:24][CH:23]=2)[C:5]2[CH:10]=[CH:9][N:8]([S:11]([C:14]3[CH:20]=[CH:19][C:17]([CH3:18])=[CH:16][CH:15]=3)(=[O:13])=[O:12])[C:6]=2[N:7]=1.[S:31]([NH2:41])(=[O:40])([C:33]1[CH:38]=[CH:37][C:36]([NH2:39])=[CH:35][CH:34]=1)=[O:32].C[Si](Cl)(C)C. Product: [NH:28]1[C:29]2[C:25](=[CH:24][CH:23]=[C:22]([NH:21][C:4]3[C:5]4[CH:10]=[CH:9][N:8]([S:11]([C:14]5[CH:20]=[CH:19][C:17]([CH3:18])=[CH:16][CH:15]=5)(=[O:13])=[O:12])[C:6]=4[N:7]=[C:2]([NH:39][C:36]4[CH:37]=[CH:38][C:33]([S:31]([NH2:41])(=[O:32])=[O:40])=[CH:34][CH:35]=4)[N:3]=3)[CH:30]=2)[CH:26]=[N:27]1. The catalyst class is: 51. (5) Product: [CH3:18][O:17][CH2:16][C:10]1([C:13]([N:38]2[CH2:37][CH2:36][C:35]3[N:34]=[CH:33][C:32]([C:31]([F:30])([F:42])[F:43])=[CH:41][C:40]=3[CH2:39]2)=[O:15])[CH2:11][CH2:12][N:8]([C:6]([O:5][C:1]([CH3:2])([CH3:3])[CH3:4])=[O:7])[CH2:9]1. Reactant: [C:1]([O:5][C:6]([N:8]1[CH2:12][CH2:11][C:10]([CH2:16][O:17][CH3:18])([C:13]([OH:15])=O)[CH2:9]1)=[O:7])([CH3:4])([CH3:3])[CH3:2].ClCCl.C(Cl)(=O)C(Cl)=O.[Cl-].[Cl-].[F:30][C:31]([F:43])([F:42])[C:32]1[CH:33]=[N:34][C:35]2[CH2:36][CH2:37][NH:38][CH2:39][C:40]=2[CH:41]=1.C(N(CC)CC)C. The catalyst class is: 139. (6) Reactant: I[C:2]1[CH:9]=[CH:8][C:5]([C:6]#[N:7])=[C:4]([O:10][CH3:11])[CH:3]=1.[CH2:12]([CH:14]1[NH:18][C:17](=[O:19])[C:16]([CH3:21])([CH3:20])[C:15]1=[O:22])[CH3:13].C(=O)([O-])[O-].[Cs+].[Cs+].C1(P(C2C=CC=CC=2)C2C3OC4C(=CC=CC=4P(C4C=CC=CC=4)C4C=CC=CC=4)C(C)(C)C=3C=CC=2)C=CC=CC=1. Product: [CH2:12]([CH:14]1[N:18]([C:2]2[CH:9]=[CH:8][C:5]([C:6]#[N:7])=[C:4]([O:10][CH3:11])[CH:3]=2)[C:17](=[O:19])[C:16]([CH3:21])([CH3:20])[C:15]1=[O:22])[CH3:13]. The catalyst class is: 110.